From a dataset of Experimentally validated miRNA-target interactions with 360,000+ pairs, plus equal number of negative samples. Binary Classification. Given a miRNA mature sequence and a target amino acid sequence, predict their likelihood of interaction. (1) The miRNA is hsa-miR-1277-5p with sequence AAAUAUAUAUAUAUAUGUACGUAU. The protein sequence of the target gene is MSSNLLPTLNSGGKVKDGSTKEDRPYKIFFRDLFLVKENEMAAKETEKFMNRNMKVYQKTTFSSRMKSHSYLSQLAFYPKRSGRSFEKFGPGPAPIPRLIEGSDTKRTVHEFINDQRDRFLLEYALSTKRNTIKKFEKDIAMRERQLKKAEKKLQDDALAFEEFLRENDQRSVDALKMAAQETINKLQMTAELKKASMEVQAVKSEIAKTEFLLREYMKYGFFLLQMSPKHWQIQQALKRAQASKSKANIILPKILAKLSLHSSNKEGILEESGRTAVLSEDASQGRDSQGKPSRSLTRT.... Result: 1 (interaction). (2) The miRNA is hsa-miR-1245b-3p with sequence UCAGAUGAUCUAAAGGCCUAUA. The protein sequence of the target gene is MERGKMAEAESLETAAEHERILREIESTDTACIGPTLRSVYDGEEHGRFMEKLETRIRNHDREIEKMCNFHYQGFVDSITELLKVRGEAQKLKNQVTDTNRKLQHEGKELVIAMEELKQCRLQQRNISATVDKLMLCLPVLEMYSKLRDQMKTKRHYPALKTLEHLEHTYLPQVSHYRFCKVMVDNIPKLREEIKDVSMSDLKDFLESIRKHSDKIGETAMKQAQQQRNLDNIVLQQPRIGSKRKSKKDAYIIFDTEIESTSPKSEQDSGILDVEDEEDDEEVPGAQDLVDFSPVYRCLH.... Result: 0 (no interaction). (3) Result: 0 (no interaction). The miRNA is hsa-miR-1244 with sequence AAGUAGUUGGUUUGUAUGAGAUGGUU. The protein sequence of the target gene is MSRLLHAEEWAEVKELGDHHRQPQPHHLPQPPPPPQPPATLQAREHPVYPPELSLLDSTDPRAWLAPTLQGICTARAAQYLLHSPELGASEAAAPRDEVDGRGELVRRSSGGASSSKSPGPVKVREQLCKLKGGVVVDELGCSRQRAPSSKQVNGVQKQRRLAANARERRRMHGLNHAFDQLRNVIPSFNNDKKLSKYETLQMAQIYINALSELLQTPSGGEQPPPPPASCKSDHHHLRTAASYEGGAGNATAAGAQQASGGSQRPTPPGSCRTRFSAPASAGGYSVQLDALHFSTFEDS.... (4) The protein sequence of the target gene is MSQGPPTGESSEPEAKVLHTKRLYRAVVEAVHRLDLILCNKTAYQEVFKPENISLRNKLRELCVKLMFLHPVDYGRKAEELLWRKVYYEVIQLIKTNKKHIHSRSTLECAYRTHLVAGIGFYQHLLLYIQSHYQLELQCCIDWTHVTDPLIGCKKPVSASGKEMDWAQMACHRCLVYLGDLSRYQNELAGVDTELLAERFYYQALSVAPQIGMPFNQLGTLAGSKYYNVEAMYCYLRCIQSEVSFEGAYGNLKRLYDKAAKMYHQLKKCETRKLSPGKKRCKDIKRLLVNFMYLQSLLQP.... The miRNA is hsa-miR-6780a-5p with sequence UUGGGAGGGAAGACAGCUGGAGA. Result: 0 (no interaction). (5) The miRNA is hsa-miR-6835-3p with sequence AAAAGCACUUUUCUGUCUCCCAG. The protein sequence of the target gene is MLDHKDLEAEIHPLKNEERKSQENLGNPSKNEDNVKSAPPQSRLSRCRAAAFFLSLFLCLFVVFVVSFVIPCPDRPASQRMWRIDYSAAVIYDFLAVDDINGDRIQDVLFLYKNTNSSNNFSRSCVDEGFSSPCTFAAAVSGANGSTLWERPVAQDVALVECAVPQPRGSEAPSACILVGRPSSFIAVNLFTGETLWNHSSSFSGNASILSPLLQVPDVDGDGAPDLLVLTQEREEVSGHLYSGSTGHQIGLRGSLGVDGESGFLLHVTRTGAHYILFPCASSLCGCSVKGLYEKVTGSG.... Result: 0 (no interaction).